From a dataset of Forward reaction prediction with 1.9M reactions from USPTO patents (1976-2016). Predict the product of the given reaction. (1) Given the reactants [F:1][C:2]1[CH:7]=[CH:6][C:5]([C:8]2[O:9][CH:10]=[C:11]([CH2:13][CH2:14][NH2:15])[N:12]=2)=[CH:4][CH:3]=1.[F:16][C:17]([F:33])([F:32])[C:18]1[O:22][N:21]=[C:20]([C:23]2[CH:24]=[C:25]([CH:29]=[CH:30][CH:31]=2)[C:26](O)=[O:27])[N:19]=1, predict the reaction product. The product is: [F:1][C:2]1[CH:3]=[CH:4][C:5]([C:8]2[O:9][CH:10]=[C:11]([CH2:13][CH2:14][NH:15][C:26](=[O:27])[C:25]3[CH:29]=[CH:30][CH:31]=[C:23]([C:20]4[N:19]=[C:18]([C:17]([F:33])([F:32])[F:16])[O:22][N:21]=4)[CH:24]=3)[N:12]=2)=[CH:6][CH:7]=1. (2) Given the reactants [Cl:1][C:2]1[CH:3]=[C:4]([C:8]2[C:9]3[N:20]([CH2:21][C@H:22]4[CH2:27][CH2:26][C@H:25]([CH3:28])[CH2:24][CH2:23]4)[CH:19]=[C:18]([CH2:29][CH2:30][C:31]4[CH:32]=[N:33][CH:34]=[CH:35][CH:36]=4)[C:10]=3[N:11]=[C:12]([C:14](=[N:16][OH:17])[NH2:15])[N:13]=2)[CH:5]=[N:6][CH:7]=1.C1N=CN([C:42](N2C=NC=C2)=[O:43])C=1.CCN(C(C)C)C(C)C, predict the reaction product. The product is: [Cl:1][C:2]1[CH:3]=[C:4]([C:8]2[C:9]3[N:20]([CH2:21][C@H:22]4[CH2:27][CH2:26][C@H:25]([CH3:28])[CH2:24][CH2:23]4)[CH:19]=[C:18]([CH2:29][CH2:30][C:31]4[CH:32]=[N:33][CH:34]=[CH:35][CH:36]=4)[C:10]=3[N:11]=[C:12]([C:14]3[NH:15][C:42](=[O:43])[O:17][N:16]=3)[N:13]=2)[CH:5]=[N:6][CH:7]=1. (3) Given the reactants [S:1]1[C:5]2[CH:6]=[CH:7][CH:8]=[CH:9][C:4]=2[C:3]([C:10]2[CH:19]=[C:18]3[C:13]([N:14]=[CH:15][CH:16]=[N:17]3)=[C:12]([C:20]([NH:22][CH2:23][C:24]([O:26]CC)=[O:25])=[O:21])[C:11]=2[OH:29])=[CH:2]1.[OH-].[Na+], predict the reaction product. The product is: [S:1]1[C:5]2[CH:6]=[CH:7][CH:8]=[CH:9][C:4]=2[C:3]([C:10]2[CH:19]=[C:18]3[C:13]([N:14]=[CH:15][CH:16]=[N:17]3)=[C:12]([C:20]([NH:22][CH2:23][C:24]([OH:26])=[O:25])=[O:21])[C:11]=2[OH:29])=[CH:2]1. (4) The product is: [Br:1][C:2]1[CH:3]=[N:4][C:5]([C:11]2[CH:12]=[CH:13][CH:14]=[CH:15][C:10]=2[F:9])=[N:6][CH:7]=1. Given the reactants [Br:1][C:2]1[CH:3]=[N:4][C:5](I)=[N:6][CH:7]=1.[F:9][C:10]1[CH:15]=[CH:14][CH:13]=[CH:12][C:11]=1B(O)O.C([O-])([O-])=O.[K+].[K+], predict the reaction product. (5) Given the reactants [F:1][CH:2]([F:15])[C:3]1[C:12]2[CH2:11][CH2:10][CH2:9][CH:8]([OH:13])[C:7]=2[N:6]=[C:5]([CH3:14])[CH:4]=1, predict the reaction product. The product is: [F:15][CH:2]([F:1])[C:3]1[C:12]2[CH2:11][CH2:10][CH2:9][C:8](=[O:13])[C:7]=2[N:6]=[C:5]([CH3:14])[CH:4]=1. (6) Given the reactants [Cl:1][C:2]1[CH:7]=[CH:6][C:5](I)=[C:4]([O:9][CH3:10])[CH:3]=1.C(N(CC)CC)C.[CH:18]([O:20]CCCC)=[CH2:19], predict the reaction product. The product is: [Cl:1][C:2]1[CH:7]=[CH:6][C:5]([C:18](=[O:20])[CH3:19])=[C:4]([O:9][CH3:10])[CH:3]=1.